Dataset: Forward reaction prediction with 1.9M reactions from USPTO patents (1976-2016). Task: Predict the product of the given reaction. (1) Given the reactants FC(F)(F)C(O)=O.[CH3:8][O:9][CH2:10][C@@H:11]([O:13][C:14]1[CH:15]=[C:16]([CH:33]=[C:34]([O:36][C:37]2[CH:42]=[CH:41][C:40]([S:43]([CH3:46])(=[O:45])=[O:44])=[CH:39][CH:38]=2)[CH:35]=1)[C:17]([NH:19][C:20]1[CH:24]=[C:23]([CH3:25])[N:22](C(OC(C)(C)C)=O)[N:21]=1)=[O:18])[CH3:12], predict the reaction product. The product is: [CH3:8][O:9][CH2:10][C@@H:11]([O:13][C:14]1[CH:15]=[C:16]([CH:33]=[C:34]([O:36][C:37]2[CH:38]=[CH:39][C:40]([S:43]([CH3:46])(=[O:45])=[O:44])=[CH:41][CH:42]=2)[CH:35]=1)[C:17]([NH:19][C:20]1[CH:24]=[C:23]([CH3:25])[NH:22][N:21]=1)=[O:18])[CH3:12]. (2) Given the reactants Cl.[F:2][CH:3]1[CH2:8][CH2:7][NH:6][CH2:5][CH2:4]1.[NH2:9][C:10]1[C:11]2[CH:24]=[C:23]([CH:25]=O)[S:22][C:12]=2[N:13]=[C:14]([C:16]2[O:17][C:18]([Cl:21])=[CH:19][CH:20]=2)[N:15]=1.NC1C2C=C(C=O)SC=2N=C(C2SC(C(C)(C)C)=CC=2)N=1, predict the reaction product. The product is: [ClH:21].[Cl:21][C:18]1[O:17][C:16]([C:14]2[N:15]=[C:10]([NH2:9])[C:11]3[CH:24]=[C:23]([CH2:25][N:6]4[CH2:7][CH2:8][CH:3]([F:2])[CH2:4][CH2:5]4)[S:22][C:12]=3[N:13]=2)=[CH:20][CH:19]=1. (3) Given the reactants [Cl:1][C:2]1[CH:3]=[C:4]([CH:39]=[CH:40][CH:41]=1)[CH2:5][NH:6][C:7]1[N:12]=[C:11]([C:13]2[C:21]3[C:16](=[N:17][C:18]([NH:22][CH2:23][CH2:24][N:25]4[CH2:30][CH2:29][O:28][CH2:27][CH2:26]4)=[N:19][CH:20]=3)[N:15](COCC[Si](C)(C)C)[N:14]=2)[CH:10]=[CH:9][CH:8]=1.C(O)(C(F)(F)F)=O.C([O-])(O)=O.[Na+], predict the reaction product. The product is: [Cl:1][C:2]1[CH:3]=[C:4]([CH:39]=[CH:40][CH:41]=1)[CH2:5][NH:6][C:7]1[N:12]=[C:11]([C:13]2[C:21]3[C:16](=[N:17][C:18]([NH:22][CH2:23][CH2:24][N:25]4[CH2:26][CH2:27][O:28][CH2:29][CH2:30]4)=[N:19][CH:20]=3)[NH:15][N:14]=2)[CH:10]=[CH:9][CH:8]=1. (4) Given the reactants [Cl:1][C:2]1[CH:3]=[CH:4][C:5](F)=[C:6]([CH:9]=1)[C:7]#[N:8].[CH3:11][C:12]1[N:13]=[CH:14][NH:15][CH:16]=1.C(=O)([O-])[O-].[K+].[K+], predict the reaction product. The product is: [Cl:1][C:2]1[CH:3]=[CH:4][C:5]([N:15]2[CH:16]=[C:12]([CH3:11])[N:13]=[CH:14]2)=[C:6]([CH:9]=1)[C:7]#[N:8]. (5) Given the reactants [O:1]1[CH:5]=[CH:4][C:3]([NH:6][S:7]([C:10]2[CH:15]=[CH:14][C:13]([N+:16]([O-:18])=[O:17])=[CH:12][CH:11]=2)(=[O:9])=[O:8])=[N:2]1.C1(P(C2C=CC=CC=2)C2C=CC=CC=2)C=CC=CC=1.[O:38]([C:45]1[CH:61]=[CH:60][C:48]([O:49][C:50]2[S:51][C:52]([C:55]#[C:56][CH:57](O)[CH3:58])=[CH:53][N:54]=2)=[CH:47][CH:46]=1)[C:39]1[CH:44]=[CH:43][CH:42]=[CH:41][CH:40]=1.CCOC(/N=N/C(OCC)=O)=O, predict the reaction product. The product is: [O:1]1[CH:5]=[CH:4][C:3]([N:6]([CH:57]([CH3:58])[C:56]#[C:55][C:52]2[S:51][C:50]([O:49][C:48]3[CH:60]=[CH:61][C:45]([O:38][C:39]4[CH:44]=[CH:43][CH:42]=[CH:41][CH:40]=4)=[CH:46][CH:47]=3)=[N:54][CH:53]=2)[S:7]([C:10]2[CH:11]=[CH:12][C:13]([N+:16]([O-:18])=[O:17])=[CH:14][CH:15]=2)(=[O:9])=[O:8])=[N:2]1. (6) The product is: [Cl:25][CH2:2][C:3]1[CH:4]=[C:5]2[C:9](=[CH:10][CH:11]=1)[CH2:8][C@H:7]([NH:12][C:13](=[O:22])[O:14][CH2:15][C:16]1[CH:21]=[CH:20][CH:19]=[CH:18][CH:17]=1)[CH2:6]2. Given the reactants O[CH2:2][C:3]1[CH:4]=[C:5]2[C:9](=[CH:10][CH:11]=1)[CH2:8][C@H:7]([NH:12][C:13](=[O:22])[O:14][CH2:15][C:16]1[CH:21]=[CH:20][CH:19]=[CH:18][CH:17]=1)[CH2:6]2.S(Cl)([Cl:25])=O, predict the reaction product. (7) Given the reactants Cl.[F:2][C:3]1[CH:20]=[C:19]([S:21]([CH3:24])(=[O:23])=[O:22])[CH:18]=[CH:17][C:4]=1[CH2:5][O:6][CH2:7][C@H:8]1[CH2:10][C@@H:9]1[CH:11]1[CH2:16][CH2:15][NH:14][CH2:13][CH2:12]1.[C:25](=O)([O:34][C:35]1([CH3:38])[CH2:37][CH2:36]1)[O:26]N1C(=O)CCC1=O.C(N(CC)CC)C, predict the reaction product. The product is: [F:2][C:3]1[CH:20]=[C:19]([S:21]([CH3:24])(=[O:23])=[O:22])[CH:18]=[CH:17][C:4]=1[CH2:5][O:6][CH2:7][C@H:8]1[CH2:10][C@@H:9]1[CH:11]1[CH2:12][CH2:13][N:14]([C:25]([O:34][C:35]2([CH3:38])[CH2:37][CH2:36]2)=[O:26])[CH2:15][CH2:16]1. (8) Given the reactants [CH3:1][CH2:2][C:3]([N:5]([CH:12]1[CH2:17][CH2:16][N:15]([CH2:18][CH2:19][C:20]2[CH:21]=[CH:22][CH:23]=[CH:24][CH:25]=2)[CH2:14][CH2:13]1)[C:6]1[CH:7]=[CH:8][CH:9]=[CH:10][CH:11]=1)=[O:4].[CH2:26]([C:30](O)([C:35]([OH:37])=O)[CH2:31][C:32]([OH:34])=O)[C:27]([OH:29])=O.[C:39]([O-])(=O)[CH2:40]CCCCCCCCCCCCCCCC.[Mg+2].C([O-])(=[O:78])CCCCCCCCCCCCCCCCC, predict the reaction product. The product is: [CH2:12]=[CH:17][CH2:16][N:15]1[C@@H:18]2[CH2:19][C:20]3[CH:21]=[CH:22][C:23]([OH:78])=[C:32]4[O:34][C@H:26]5[C:27]([CH2:39][CH2:40][C@:35]2([OH:37])[C@:30]5([C:31]=34)[CH2:13][CH2:14]1)=[O:29].[CH3:1][CH2:2][C:3]([N:5]([CH:12]1[CH2:13][CH2:14][N:15]([CH2:18][CH2:19][C:20]2[CH:25]=[CH:24][CH:23]=[CH:22][CH:21]=2)[CH2:16][CH2:17]1)[C:6]1[CH:7]=[CH:8][CH:9]=[CH:10][CH:11]=1)=[O:4].